This data is from Forward reaction prediction with 1.9M reactions from USPTO patents (1976-2016). The task is: Predict the product of the given reaction. (1) Given the reactants [I:1][C:2]1[CH:3]=[C:4]2[C:8](=[CH:9][CH:10]=1)[NH:7][C:6](=[O:11])[C:5]2=O.[NH:13]([C:15]([C:17]1[CH:34]=[CH:33][C:20]([C:21]([NH:23][C:24]2[CH:32]=[CH:31][C:27]([C:28]([OH:30])=[O:29])=[CH:26][CH:25]=2)=[O:22])=[CH:19][CH:18]=1)=[O:16])[NH2:14], predict the reaction product. The product is: [I:1][C:2]1[CH:3]=[C:4]2[C:8](=[CH:9][CH:10]=1)[NH:7][C:6](=[O:11])[C:5]2=[N:14][NH:13][C:15]([C:17]1[CH:34]=[CH:33][C:20]([C:21]([NH:23][C:24]2[CH:32]=[CH:31][C:27]([C:28]([OH:30])=[O:29])=[CH:26][CH:25]=2)=[O:22])=[CH:19][CH:18]=1)=[O:16]. (2) Given the reactants [NH2:1][C:2]1[C:10]2[C:5](=[N:6][C:7]([CH3:15])=[CH:8][C:9]=2[C:11]([F:14])([F:13])[F:12])[S:4][C:3]=1[C:16]([OH:18])=O.CN(C(ON1N=NC2C=CC=NC1=2)=[N+](C)C)C.F[P-](F)(F)(F)(F)F.CCN(C(C)C)C(C)C.[O:52]1[CH:56]=[CH:55][CH:54]=[C:53]1[CH2:57][CH2:58][NH2:59], predict the reaction product. The product is: [NH2:1][C:2]1[C:10]2[C:5](=[N:6][C:7]([CH3:15])=[CH:8][C:9]=2[C:11]([F:12])([F:13])[F:14])[S:4][C:3]=1[C:16]([NH:59][CH2:58][CH2:57][C:53]1[O:52][CH:56]=[CH:55][CH:54]=1)=[O:18]. (3) Given the reactants [Cl:1][C:2]1[CH:7]=[CH:6][N:5]=[C:4]([CH2:8][NH:9][C:10]2[O:11][C:12]3[C:18]([O:19][CH3:20])=[CH:17][C:16]([C:21]([OH:23])=O)=[CH:15][C:13]=3[N:14]=2)[CH:3]=1.[F:24][CH:25]([F:35])[CH2:26][O:27][C@H:28]1[CH2:32][NH:31][CH:30]([CH2:33][OH:34])[CH2:29]1.C(N(CC)C(C)C)(C)C.CN(C(ON1N=NC2C=CC=NC1=2)=[N+](C)C)C.F[P-](F)(F)(F)(F)F, predict the reaction product. The product is: [Cl:1][C:2]1[CH:7]=[CH:6][N:5]=[C:4]([CH2:8][NH:9][C:10]2[O:11][C:12]3[C:18]([O:19][CH3:20])=[CH:17][C:16]([C:21]([N:31]4[CH2:32][C@H:28]([O:27][CH2:26][CH:25]([F:35])[F:24])[CH2:29][CH:30]4[CH2:33][OH:34])=[O:23])=[CH:15][C:13]=3[N:14]=2)[CH:3]=1. (4) Given the reactants [C:1]([C:5]1[CH:6]=[C:7]([OH:11])[CH:8]=[CH:9][CH:10]=1)([CH3:4])([CH3:3])[CH3:2].Cl[CH:13]([O:15]C(Cl)Cl)Cl, predict the reaction product. The product is: [C:1]([C:5]1[CH:10]=[CH:9][C:8]([CH:13]=[O:15])=[C:7]([OH:11])[CH:6]=1)([CH3:4])([CH3:2])[CH3:3]. (5) Given the reactants [O:1]=[CH:2][C:3](=[CH2:5])[CH3:4].[CH3:6][CH:7]([CH3:13])[CH2:8][C:9](=[CH2:12])[CH:10]=[CH2:11], predict the reaction product. The product is: [CH2:8]([C:9]1[CH2:12][CH2:4][C:3]([CH3:5])([CH:2]=[O:1])[CH2:11][CH:10]=1)[CH:7]([CH3:13])[CH3:6].